From a dataset of Reaction yield outcomes from USPTO patents with 853,638 reactions. Predict the reaction yield, written as a fraction of the theoretical maximum amount of product (1.0 means a 100% yield; for example, 0.34 means a 34% yield). The reactants are [F:1][C:2]1[CH:42]=[C:41]([NH:43][C:44]([NH:46][C:47]2[CH:51]=[C:50]([CH3:52])[O:49][N:48]=2)=[O:45])[CH:40]=[CH:39][C:3]=1[O:4][C:5]1[CH:10]=[CH:9][N:8]=[C:7]2[CH:11]=[C:12]([C:14]3[CH:38]=[CH:37][C:17]([CH2:18][N:19]([CH2:27][CH2:28][O:29][CH2:30][CH2:31][O:32][CH2:33][CH2:34][O:35][CH3:36])C(=O)OC(C)(C)C)=[CH:16][CH:15]=3)[S:13][C:6]=12.FC(F)(F)C(O)=O. The catalyst is ClCCl. The product is [CH2:18]([C:17]1[CH:37]=[CH:38][C:14]([C:12]2[S:13][C:6]3[C:7](=[N:8][CH:9]=[CH:10][C:5]=3[O:4][C:3]3[CH:39]=[CH:40][C:41]([NH:43][C:44]([NH:46][C:47]4[CH:51]=[C:50]([CH3:52])[O:49][N:48]=4)=[O:45])=[CH:42][C:2]=3[F:1])[CH:11]=2)=[CH:15][CH:16]=1)[NH:19][CH2:27][CH2:28][O:29][CH2:30][CH2:31][O:32][CH2:33][CH2:34][O:35][CH3:36]. The yield is 0.520.